This data is from Forward reaction prediction with 1.9M reactions from USPTO patents (1976-2016). The task is: Predict the product of the given reaction. (1) Given the reactants [CH:1]1([C:4]2[CH:9]=[CH:8][CH:7]=[CH:6][C:5]=2[NH:10][C:11]([NH:13]C(=O)C2C=CC=CC=2)=[S:12])[CH2:3][CH2:2]1.[OH-].[Na+].Cl, predict the reaction product. The product is: [CH:1]1([C:4]2[CH:9]=[CH:8][CH:7]=[CH:6][C:5]=2[NH:10][C:11]([NH2:13])=[S:12])[CH2:2][CH2:3]1. (2) Given the reactants [F:1][C@H:2]1[C@H:6]([OH:7])[C:5](=[CH2:8])[O:4][C@H:3]1[N:9]1[C:13]2[N:14]=[CH:15][N:16]=[C:17]([NH2:18])[C:12]=2[CH:11]=[CH:10]1.N1C=CN=C1.[CH3:24][C:25]([Si:28](Cl)([CH3:30])[CH3:29])([CH3:27])[CH3:26].CCN(C(C)C)C(C)C.[C:41](Cl)(=[O:46])[C:42]([CH3:45])([CH3:44])[CH3:43], predict the reaction product. The product is: [Si:28]([O:7][C@@H:6]1[C:5](=[CH2:8])[O:4][C@@H:3]([N:9]2[C:13]3[N:14]=[CH:15][N:16]=[C:17]([NH:18][C:41](=[O:46])[C:42]([CH3:45])([CH3:44])[CH3:43])[C:12]=3[CH:11]=[CH:10]2)[C@H:2]1[F:1])([C:25]([CH3:27])([CH3:26])[CH3:24])([CH3:30])[CH3:29]. (3) Given the reactants S(=O)(=O)(O)O.[CH3:6][C:7]1[C:13]([CH3:14])=[CH:12][CH:11]=[CH:10][C:8]=1[NH2:9].[N+:15]([O-])([OH:17])=[O:16], predict the reaction product. The product is: [CH3:6][C:7]1[C:13]([CH3:14])=[CH:12][C:11]([N+:15]([O-:17])=[O:16])=[CH:10][C:8]=1[NH2:9].